This data is from Full USPTO retrosynthesis dataset with 1.9M reactions from patents (1976-2016). The task is: Predict the reactants needed to synthesize the given product. (1) Given the product [CH3:18][C:19]([C:22]1[CH:26]=[CH:25][N:24]([CH:2]2[O:6][CH2:5][N:4]([C:7]3[CH:12]=[CH:11][CH:10]=[C:9]([C:13]([F:16])([F:15])[F:14])[CH:8]=3)[C:3]2=[O:17])[N:23]=1)([CH3:21])[CH3:20], predict the reactants needed to synthesize it. The reactants are: O[CH:2]1[O:6][CH2:5][N:4]([C:7]2[CH:12]=[CH:11][CH:10]=[C:9]([C:13]([F:16])([F:15])[F:14])[CH:8]=2)[C:3]1=[O:17].[CH3:18][C:19]([C:22]1[CH:26]=[CH:25][NH:24][N:23]=1)([CH3:21])[CH3:20].C1(P(C2C=CC=CC=2)C2C=CC=CC=2)C=CC=CC=1.N(C(OC(C)C)=O)=NC(OC(C)C)=O. (2) The reactants are: [CH:1]1([CH2:4][N:5]([CH2:35][CH:36]2[CH2:38][CH2:37]2)[C:6]2[C:15]3[C:10](=[CH:11][CH:12]=[CH:13][CH:14]=3)[N:9]=[CH:8][C:7]=2[CH2:16][N:17]([CH2:20][C:21]2[CH:26]=[C:25]([C:27]([F:30])([F:29])[F:28])[CH:24]=[C:23]([C:31]([F:34])([F:33])[F:32])[CH:22]=2)[C:18]#[N:19])[CH2:3][CH2:2]1.[N-:39]=[N+:40]=[N-:41].[Na+].Cl. Given the product [F:30][C:27]([F:29])([F:28])[C:25]1[CH:26]=[C:21]([CH:22]=[C:23]([C:31]([F:34])([F:32])[F:33])[CH:24]=1)[CH2:20][N:17]([CH2:16][C:7]1[CH:8]=[N:9][C:10]2[C:15]([C:6]=1[N:5]([CH2:35][CH:36]1[CH2:37][CH2:38]1)[CH2:4][CH:1]1[CH2:3][CH2:2]1)=[CH:14][CH:13]=[CH:12][CH:11]=2)[C:18]1[N:39]=[N:40][NH:41][N:19]=1, predict the reactants needed to synthesize it. (3) Given the product [Cl:22][C:23]1[CH:28]=[C:27]([CH:26]=[CH:25][C:24]=1[N+:30]([O-:32])=[O:31])[O:9][C:6]1[CH:7]=[CH:8][C:3]([CH2:1][CH3:2])=[C:4]([CH:10]2[C:15](=[O:16])[C:14]([CH3:18])([CH3:17])[O:13][C:12]([CH3:20])([CH3:19])[C:11]2=[O:21])[CH:5]=1, predict the reactants needed to synthesize it. The reactants are: [CH2:1]([C:3]1[CH:8]=[CH:7][C:6]([OH:9])=[CH:5][C:4]=1[CH:10]1[C:15](=[O:16])[C:14]([CH3:18])([CH3:17])[O:13][C:12]([CH3:20])([CH3:19])[C:11]1=[O:21])[CH3:2].[Cl:22][C:23]1[CH:28]=[C:27](F)[CH:26]=[CH:25][C:24]=1[N+:30]([O-:32])=[O:31].C(=O)([O-])[O-].[K+].[K+].Cl. (4) Given the product [CH2:13]([N:11]([CH3:12])[C:7]1[CH:6]=[C:5]([CH:10]=[CH:9][CH:8]=1)[C:4]([OH:16])=[O:3])[CH:14]=[CH2:15], predict the reactants needed to synthesize it. The reactants are: C([O:3][C:4](=[O:16])[C:5]1[CH:10]=[CH:9][CH:8]=[C:7]([N:11]([CH2:13][CH:14]=[CH2:15])[CH3:12])[CH:6]=1)C.[OH-].[Li+].Cl. (5) The reactants are: [C:1]1([S:7]([N:10]2[C:18]3[C:13](=[CH:14][CH:15]=[C:16]([Cl:19])[CH:17]=3)[CH:12]=[C:11]2[S:20](Cl)(=[O:22])=[O:21])(=[O:9])=[O:8])[CH:6]=[CH:5][CH:4]=[CH:3][CH:2]=1.[NH:24]1[CH2:29][CH2:28][NH:27][CH2:26][CH2:25]1. Given the product [C:1]1([S:7]([N:10]2[C:18]3[C:13](=[CH:14][CH:15]=[C:16]([Cl:19])[CH:17]=3)[CH:12]=[C:11]2[S:20]([N:24]2[CH2:29][CH2:28][NH:27][CH2:26][CH2:25]2)(=[O:22])=[O:21])(=[O:9])=[O:8])[CH:6]=[CH:5][CH:4]=[CH:3][CH:2]=1, predict the reactants needed to synthesize it. (6) The reactants are: [OH:1][CH:2]([C:16]1[CH:17]=[C:18]([NH:22][S:23]([C:26]2[CH:31]=[CH:30][CH:29]=[CH:28][CH:27]=2)(=[O:25])=[O:24])[CH:19]=[CH:20][CH:21]=1)[CH2:3][NH:4][C:5]([CH3:15])([CH3:14])[CH2:6][CH2:7][N:8]1[CH:12]=[C:11](I)[N:10]=[CH:9]1.C(=O)([O-])[O-].[Na+].[Na+].O1[CH2:43][CH2:42]OCC1.ClCCl. Given the product [CH3:14][C:5]([NH:4][CH2:3][CH:2]([C:16]1[CH:17]=[C:18]([NH:22][S:23]([C:26]2[CH:31]=[CH:30][CH:29]=[CH:28][CH:27]=2)(=[O:25])=[O:24])[CH:19]=[CH:20][CH:21]=1)[OH:1])([CH3:15])[CH2:6][CH2:7][N:8]1[CH:12]=[C:11]([C:26]2[S:23][C:42]([CH3:43])=[CH:28][CH:27]=2)[N:10]=[CH:9]1, predict the reactants needed to synthesize it.